This data is from Forward reaction prediction with 1.9M reactions from USPTO patents (1976-2016). The task is: Predict the product of the given reaction. (1) Given the reactants [CH3:1][C:2]1([CH3:56])[C:11]2[C:6](=[C:7]([CH2:12][O:13][CH:14]3[CH:19]([C:20]4[CH:25]=[CH:24][C:23]([O:26][CH2:27][CH2:28][CH2:29][O:30][CH2:31][C:32]5[CH:37]=[CH:36][CH:35]=[CH:34][C:33]=5[O:38][CH3:39])=[CH:22][CH:21]=4)[CH2:18][CH2:17][N:16]([C:40]([O:42][C:43]([CH3:46])([CH3:45])[CH3:44])=[O:41])[CH2:15]3)[CH:8]=[CH:9][CH:10]=2)[N:5](COCC[Si](C)(C)C)[C:4](=[O:55])[CH2:3]1.[F-].C([N+](CCCC)(CCCC)CCCC)CCC, predict the reaction product. The product is: [CH3:1][C:2]1([CH3:56])[C:11]2[C:6](=[C:7]([CH2:12][O:13][CH:14]3[CH:19]([C:20]4[CH:25]=[CH:24][C:23]([O:26][CH2:27][CH2:28][CH2:29][O:30][CH2:31][C:32]5[CH:37]=[CH:36][CH:35]=[CH:34][C:33]=5[O:38][CH3:39])=[CH:22][CH:21]=4)[CH2:18][CH2:17][N:16]([C:40]([O:42][C:43]([CH3:46])([CH3:45])[CH3:44])=[O:41])[CH2:15]3)[CH:8]=[CH:9][CH:10]=2)[NH:5][C:4](=[O:55])[CH2:3]1. (2) Given the reactants C1N=CN([C:6](N2C=NC=C2)=[S:7])C=1.[NH2:13][CH2:14][CH2:15][CH2:16][CH2:17][N:18]1[CH2:23][CH2:22][CH2:21][CH2:20][CH2:19]1.C(N(CC)CC)C, predict the reaction product. The product is: [N:13]([CH2:14][CH2:15][CH2:16][CH2:17][N:18]1[CH2:23][CH2:22][CH2:21][CH2:20][CH2:19]1)=[C:6]=[S:7]. (3) Given the reactants [CH2:1]([C:8]1[CH:13]=[CH:12][C:11]([N:14]2[S:18](=[O:20])(=[O:19])[N:17](CC[Si](C)(C)C)[C:16](=[O:27])[CH2:15]2)=[C:10]([O:28][CH2:29][C:30]2[CH:35]=[CH:34][CH:33]=[CH:32][CH:31]=2)[CH:9]=1)[C:2]1[CH:7]=[CH:6][CH:5]=[CH:4][CH:3]=1.CCCC[N+](CCCC)(CCCC)CCCC.[F-], predict the reaction product. The product is: [CH2:1]([C:8]1[CH:13]=[CH:12][C:11]([N:14]2[S:18](=[O:20])(=[O:19])[NH:17][C:16](=[O:27])[CH2:15]2)=[C:10]([O:28][CH2:29][C:30]2[CH:35]=[CH:34][CH:33]=[CH:32][CH:31]=2)[CH:9]=1)[C:2]1[CH:3]=[CH:4][CH:5]=[CH:6][CH:7]=1. (4) Given the reactants [Cl:1][C:2]1[CH:10]=[C:9]([Cl:11])[CH:8]=[C:7]2[C:3]=1[CH2:4][C@@H:5]([OH:29])[C@@H:6]2[N:12]1[C:20]2[CH2:19][CH2:18][NH:17][CH2:16][C:15]=2[C:14]([C:21]2[CH:22]=[C:23]([CH:26]=[CH:27][CH:28]=2)[C:24]#[N:25])=[N:13]1.[CH3:30][S:31](Cl)(=[O:33])=[O:32].C(N(CC)CC)C, predict the reaction product. The product is: [Cl:1][C:2]1[CH:10]=[C:9]([Cl:11])[CH:8]=[C:7]2[C:3]=1[CH2:4][C@@H:5]([OH:29])[C@@H:6]2[N:12]1[C:20]2[CH2:19][CH2:18][N:17]([S:31]([CH3:30])(=[O:33])=[O:32])[CH2:16][C:15]=2[C:14]([C:21]2[CH:22]=[C:23]([CH:26]=[CH:27][CH:28]=2)[C:24]#[N:25])=[N:13]1. (5) Given the reactants [H-].[Na+].[OH:3][CH:4]1[CH2:7][N:6]([C:8]([O:10][C:11]([CH3:14])([CH3:13])[CH3:12])=[O:9])[CH2:5]1.Br[CH2:16][C:17]#[N:18], predict the reaction product. The product is: [C:17]([CH2:16][O:3][CH:4]1[CH2:5][N:6]([C:8]([O:10][C:11]([CH3:14])([CH3:13])[CH3:12])=[O:9])[CH2:7]1)#[N:18]. (6) Given the reactants [Cl:1][C:2]1[CH:3]=[CH:4][C:5]([NH:19][CH2:20][C:21]2[CH:26]=[CH:25][C:24]([O:27][CH3:28])=[CH:23][C:22]=2[O:29][CH3:30])=[C:6]([CH:8]([C:10]2[CH:15]=[CH:14][CH:13]=[C:12]([O:16][CH3:17])[C:11]=2[Cl:18])[OH:9])[CH:7]=1.C(=O)([O-])O.[Na+].Cl/[C:37](=[CH:43]\[C:44]([O-])=[O:45])/[C:38]([O:40][CH2:41][CH3:42])=[O:39], predict the reaction product. The product is: [Cl:1][C:2]1[CH:3]=[CH:4][C:5]([N:19]([CH2:20][C:21]2[CH:26]=[CH:25][C:24]([O:27][CH3:28])=[CH:23][C:22]=2[O:29][CH3:30])[C:44](=[O:45])/[CH:43]=[CH:37]/[C:38]([O:40][CH2:41][CH3:42])=[O:39])=[C:6]([CH:8]([C:10]2[CH:15]=[CH:14][CH:13]=[C:12]([O:16][CH3:17])[C:11]=2[Cl:18])[OH:9])[CH:7]=1. (7) Given the reactants Cl[C:2]1[N:20]=[C:5]2[C:6]([C:10]3[CH:15]=[CH:14][C:13]([P:16]([CH3:19])([CH3:18])=[O:17])=[CH:12][CH:11]=3)=[CH:7][CH:8]=[CH:9][N:4]2[N:3]=1.[CH3:21][S:22]([CH2:25][CH2:26][N:27]1[CH2:32][CH2:31][CH:30]([C:33]2[CH:34]=[C:35]([NH2:39])[CH:36]=[CH:37][CH:38]=2)[CH2:29][CH2:28]1)(=[O:24])=[O:23].C1(P(C2CCCCC2)C2C=CC=CC=2C2C=CC=CC=2P(C2CCCCC2)C2CCCCC2)CCCCC1, predict the reaction product. The product is: [CH3:18][P:16]([CH3:19])([C:13]1[CH:14]=[CH:15][C:10]([C:6]2[C:5]3[N:4]([N:3]=[C:2]([NH:39][C:35]4[CH:36]=[CH:37][CH:38]=[C:33]([CH:30]5[CH2:31][CH2:32][N:27]([CH2:26][CH2:25][S:22]([CH3:21])(=[O:24])=[O:23])[CH2:28][CH2:29]5)[CH:34]=4)[N:20]=3)[CH:9]=[CH:8][CH:7]=2)=[CH:11][CH:12]=1)=[O:17].